Dataset: Reaction yield outcomes from USPTO patents with 853,638 reactions. Task: Predict the reaction yield, written as a fraction of the theoretical maximum amount of product (1.0 means a 100% yield; for example, 0.34 means a 34% yield). (1) The reactants are C[O:2][C:3](=[O:13])[CH2:4][S:5][C:6]1[CH:11]=[CH:10][C:9]([Cl:12])=[CH:8][N:7]=1.O[Li].O.Cl. The catalyst is C1COCC1.O. The product is [Cl:12][C:9]1[CH:10]=[CH:11][C:6]([S:5][CH2:4][C:3]([OH:13])=[O:2])=[N:7][CH:8]=1. The yield is 0.980. (2) The reactants are [CH:1]1[C:14]2[CH:13]=[C:12]([CH:15]([C:17]3C4C(C5C=CC=C[C:29]=5[CH:30]=3)=CC=CC=4)O)[C:11]3[C:6](=[CH:7][CH:8]=[CH:9][CH:10]=3)[C:5]=2[CH:4]=[CH:3][CH:2]=1.F[C:32](F)(F)[C:33](O)=O. The catalyst is C(Cl)Cl. The product is [CH2:30]1[C:29]2[C:13]([C:14]3[CH:1]=[CH:2][CH:3]=[CH:4][C:5]=3[C:6]3[C:7]=2[CH:8]=[C:10]2[C:11]=3[C:33]3[CH:32]=[CH:7][CH:6]=[CH:5][C:4]=3[C:3]3[CH:2]=[CH:1][CH:14]=[CH:13][C:9]=32)=[CH:12][CH:15]=[CH:17]1. The yield is 0.700. (3) The reactants are Br[C:2]1[S:3][C:4]([CH3:25])=[C:5]([CH2:7][CH2:8][O:9][C:10]2[CH:11]=[C:12]3[C:16](=[CH:17][CH:18]=2)[C@H:15]([CH2:19][C:20]([O:22]CC)=[O:21])[CH2:14][CH2:13]3)[N:6]=1.[CH3:26][CH2:27]O.[Li+].[OH-]. The catalyst is C1COCC1.O. The product is [CH:10]([C:26]1[CH:27]=[CH:7][C:5]([C:2]2[S:3][C:4]([CH3:25])=[C:5]([CH2:7][CH2:8][O:9][C:10]3[CH:11]=[C:12]4[C:16](=[CH:17][CH:18]=3)[C@H:15]([CH2:19][C:20]([OH:22])=[O:21])[CH2:14][CH2:13]4)[N:6]=2)=[CH:4][CH:25]=1)([CH3:11])[CH3:18]. The yield is 0.660. (4) The catalyst is CN(C=O)C. The yield is 0.650. The product is [N:26]1([CH2:25][CH2:24][NH:23][C:22]([C:18]2([O:8][C:5]3[CH:6]=[CH:7][C:2]([NH2:1])=[CH:3][CH:4]=3)[CH:17]=[CH:16][CH:21]=[CH:20][NH:19]2)=[O:32])[CH2:31][CH2:30][O:29][CH2:28][CH2:27]1. The reactants are [NH2:1][C:2]1[CH:7]=[CH:6][C:5]([OH:8])=[CH:4][CH:3]=1.CC(C)([O-])C.[K+].Cl[C:16]1[CH:21]=[CH:20][N:19]=[C:18]([C:22](=[O:32])[NH:23][CH2:24][CH2:25][N:26]2[CH2:31][CH2:30][O:29][CH2:28][CH2:27]2)[CH:17]=1.C([O-])([O-])=O.[K+].[K+]. (5) The reactants are Br[C:2]1[S:3][C:4]([NH:16]C(=O)OC(C)(C)C)=[C:5]([C:7](=[O:15])[NH:8][C:9]2[CH:10]=[N:11][N:12]([CH3:14])[CH:13]=2)[N:6]=1.B1([C:33]2[CH:38]=[CH:37][CH:36]=[C:35]([CH2:39][N:40]3[CH2:45][CH2:44][O:43][CH2:42][CH2:41]3)[CH:34]=2)OC(C)(C)C(C)(C)O1. No catalyst specified. The product is [NH2:16][C:4]1[S:3][C:2]([C:37]2[CH:38]=[CH:33][CH:34]=[C:35]([CH2:39][N:40]3[CH2:45][CH2:44][O:43][CH2:42][CH2:41]3)[CH:36]=2)=[N:6][C:5]=1[C:7]([NH:8][C:9]1[CH:10]=[N:11][N:12]([CH3:14])[CH:13]=1)=[O:15]. The yield is 0.360. (6) The reactants are Cl.[N:2]1(N=C2CCCC(O)=C2)[C:11]2[C:6](=[CH:7][CH:8]=[CH:9][CH:10]=2)[CH2:5][CH2:4][CH2:3]1.Cl.[CH3:21][C:22]([OH:24])=O. No catalyst specified. The product is [CH:9]1[CH:8]=[CH:7][C:6]2[CH2:5][CH2:4][CH2:3][N:2]3[C:11]=2[C:10]=1[C:3]1[C:22](=[O:24])[CH2:21][CH2:6][CH2:5][C:4]=13. The yield is 0.330.